This data is from Full USPTO retrosynthesis dataset with 1.9M reactions from patents (1976-2016). The task is: Predict the reactants needed to synthesize the given product. Given the product [C:16]([C:20]1[CH:21]=[CH:22][C:23]([CH:26]=[CH:27][C:28]([NH:7][CH2:6][C:5]2[CH:8]=[CH:9][C:10]([NH:11][S:12]([CH3:15])(=[O:14])=[O:13])=[C:3]([CH3:2])[CH:4]=2)=[O:29])=[CH:24][CH:25]=1)([CH3:19])([CH3:17])[CH3:18], predict the reactants needed to synthesize it. The reactants are: Cl.[CH3:2][C:3]1[CH:4]=[C:5]([CH:8]=[CH:9][C:10]=1[NH:11][S:12]([CH3:15])(=[O:14])=[O:13])[CH2:6][NH2:7].[C:16]([C:20]1[CH:25]=[CH:24][C:23]([CH:26]=[CH:27][C:28](O)=[O:29])=[CH:22][CH:21]=1)([CH3:19])([CH3:18])[CH3:17].C[N+]1(C2N=C(OC)N=C(OC)N=2)CCOCC1.[Cl-].